This data is from Full USPTO retrosynthesis dataset with 1.9M reactions from patents (1976-2016). The task is: Predict the reactants needed to synthesize the given product. (1) Given the product [Cl:11][C:9]1[CH:8]=[CH:7][C:5]2[N:6]=[C:2]([N:18]3[CH2:23][CH2:22][NH:21][CH2:20][CH2:19]3)[S:3][C:4]=2[CH:10]=1, predict the reactants needed to synthesize it. The reactants are: Cl[C:2]1[S:3][C:4]2[CH:10]=[C:9]([Cl:11])[CH:8]=[CH:7][C:5]=2[N:6]=1.C(=O)([O-])[O-].[K+].[K+].[NH:18]1[CH2:23][CH2:22][NH:21][CH2:20][CH2:19]1. (2) Given the product [NH:3]1[C:11]2[CH:10]=[C:9]([C:12]([O:14][CH3:15])=[O:13])[N:8]=[CH:7][C:6]=2[N:5]=[CH:4]1, predict the reactants needed to synthesize it. The reactants are: Cl.Cl.[NH:3]1[C:11]2[CH2:10][C@@H:9]([C:12]([O:14][CH3:15])=[O:13])[NH:8][CH2:7][C:6]=2[N:5]=[CH:4]1.C(N(CC)CC)C.[Se](=O)=O. (3) Given the product [F:20][C:2]([F:19])([F:1])[C:3]1[CH:4]=[C:5]([CH:9]2[CH2:14][N:13]([C:29]([O:31][C:32]3[CH:33]=[CH:34][C:35]([N+:38]([O-:40])=[O:39])=[CH:36][CH:37]=3)=[O:30])[CH2:12][CH:11]([C:15]([O:17][CH3:18])=[O:16])[CH2:10]2)[CH:6]=[CH:7][CH:8]=1, predict the reactants needed to synthesize it. The reactants are: [F:1][C:2]([F:20])([F:19])[C:3]1[CH:4]=[C:5]([CH:9]2[CH2:14][NH:13][CH2:12][CH:11]([C:15]([O:17][CH3:18])=[O:16])[CH2:10]2)[CH:6]=[CH:7][CH:8]=1.C(N(CC)CC)C.Cl[C:29]([O:31][C:32]1[CH:37]=[CH:36][C:35]([N+:38]([O-:40])=[O:39])=[CH:34][CH:33]=1)=[O:30]. (4) Given the product [Cl:9][C:10]1[CH:15]=[C:14]([C:16]([F:17])([F:18])[F:19])[CH:13]=[CH:12][C:11]=1[C:2]1[CH:8]=[CH:7][C:5]([NH2:6])=[CH:4][CH:3]=1, predict the reactants needed to synthesize it. The reactants are: Br[C:2]1[CH:8]=[CH:7][C:5]([NH2:6])=[CH:4][CH:3]=1.[Cl:9][C:10]1[CH:15]=[C:14]([C:16]([F:19])([F:18])[F:17])[CH:13]=[CH:12][C:11]=1B(O)O.BrC1C=CC(N)=CC=1Cl.ClC1C=CC(B(O)O)=CC=1.